Dataset: Peptide-MHC class II binding affinity with 134,281 pairs from IEDB. Task: Regression. Given a peptide amino acid sequence and an MHC pseudo amino acid sequence, predict their binding affinity value. This is MHC class II binding data. (1) The peptide sequence is LFGGLNWITKVIMGA. The MHC is DRB1_0301 with pseudo-sequence DRB1_0301. The binding affinity (normalized) is 0.271. (2) The peptide sequence is EKKYFADTQFEPLAA. The MHC is HLA-DPA10103-DPB10401 with pseudo-sequence HLA-DPA10103-DPB10401. The binding affinity (normalized) is 0.981. (3) The peptide sequence is DNEAYEMPSEEGYQD. The MHC is DRB1_0401 with pseudo-sequence DRB1_0401. The binding affinity (normalized) is 0.599. (4) The peptide sequence is EAGKESCFCYFDCSK. The MHC is DRB1_1302 with pseudo-sequence DRB1_1302. The binding affinity (normalized) is 0.217.